Dataset: Catalyst prediction with 721,799 reactions and 888 catalyst types from USPTO. Task: Predict which catalyst facilitates the given reaction. (1) Reactant: Cl.[N:2]1[CH:7]=[CH:6][CH:5]=[C:4]([C:8]2[CH:9]=[N:10][NH:11][C:12]=2[NH2:13])[CH:3]=1.[O:14]1[C:18]2[CH:19]=[CH:20][C:21]([C:23](=O)[CH2:24][C:25](OC)=[O:26])=[CH:22][C:17]=2[CH2:16][CH2:15]1. Product: [O:14]1[C:18]2[CH:19]=[CH:20][C:21]([C:23]3[NH:13][C:12]4[N:11]([N:10]=[CH:9][C:8]=4[C:4]4[CH:3]=[N:2][CH:7]=[CH:6][CH:5]=4)[C:25](=[O:26])[CH:24]=3)=[CH:22][C:17]=2[CH2:16][CH2:15]1. The catalyst class is: 15. (2) Reactant: [Cl:1][C:2]1[CH:14]=[C:13]([C:15](OC)=[O:16])[CH:12]=[CH:11][C:3]=1[C:4]([O:6][C:7]([CH3:10])([CH3:9])[CH3:8])=[O:5].C(OC(C1C=CC(C(O)=O)=CC=1Cl)=O)(C)(C)C. Product: [Cl:1][C:2]1[CH:14]=[C:13]([CH2:15][OH:16])[CH:12]=[CH:11][C:3]=1[C:4]([O:6][C:7]([CH3:10])([CH3:9])[CH3:8])=[O:5]. The catalyst class is: 1. (3) Reactant: [NH2:1][C:2]([CH3:7])([CH2:5][OH:6])[CH2:3][OH:4].C(N(C(C)C)C(C)C)C.[Cl:17][C:18]1[CH:23]=[CH:22][C:21]([C:24]2[CH:25]=[CH:26][C:27]([C:30]#[C:31][C:32]3[CH:37]=[CH:36][C:35](/[CH:38]=[CH:39]/[CH2:40]Cl)=[CH:34][CH:33]=3)=[N:28][CH:29]=2)=[CH:20][CH:19]=1. Product: [Cl:17][C:18]1[CH:19]=[CH:20][C:21]([C:24]2[CH:25]=[CH:26][C:27]([C:30]#[C:31][C:32]3[CH:33]=[CH:34][C:35](/[CH:38]=[CH:39]/[CH2:40][NH:1][C:2]([CH3:7])([CH2:5][OH:6])[CH2:3][OH:4])=[CH:36][CH:37]=3)=[N:28][CH:29]=2)=[CH:22][CH:23]=1. The catalyst class is: 3.